Dataset: Reaction yield outcomes from USPTO patents with 853,638 reactions. Task: Predict the reaction yield, written as a fraction of the theoretical maximum amount of product (1.0 means a 100% yield; for example, 0.34 means a 34% yield). (1) The reactants are [Br:1][C:2]1[C:3](Cl)=[N:4][CH:5]=[C:6]([CH:11]=1)[C:7]([O:9][CH3:10])=[O:8].[CH3:13][O-:14].[Na+]. The catalyst is CO. The product is [Br:1][C:2]1[C:3]([O:14][CH3:13])=[N:4][CH:5]=[C:6]([CH:11]=1)[C:7]([O:9][CH3:10])=[O:8]. The yield is 0.920. (2) The reactants are Br[C:2]1[CH:3]=[CH:4][C:5]([S:8]([N:11]([CH3:19])[CH2:12][CH2:13][NH:14][S:15]([CH3:18])(=[O:17])=[O:16])(=[O:10])=[O:9])=[N:6][CH:7]=1.[F:20][C:21]1[CH:29]=[C:28]2[C:24]([C:25](B3OC(C)(C)C(C)(C)O3)=[CH:26][N:27]2[C:30]([O:32][C:33]([CH3:36])([CH3:35])[CH3:34])=[O:31])=[CH:23][CH:22]=1.C([O-])([O-])=O.[K+].[K+]. The catalyst is O1CCOCC1.O.CCOC(C)=O.C1C=CC(P(C2C=CC=CC=2)[C-]2C=CC=C2)=CC=1.C1C=CC(P(C2C=CC=CC=2)[C-]2C=CC=C2)=CC=1.Cl[Pd]Cl.[Fe+2]. The product is [F:20][C:21]1[CH:29]=[C:28]2[C:24]([C:25]([C:2]3[CH:7]=[N:6][C:5]([S:8](=[O:10])(=[O:9])[N:11]([CH3:19])[CH2:12][CH2:13][NH:14][S:15]([CH3:18])(=[O:17])=[O:16])=[CH:4][CH:3]=3)=[CH:26][N:27]2[C:30]([O:32][C:33]([CH3:36])([CH3:35])[CH3:34])=[O:31])=[CH:23][CH:22]=1. The yield is 0.370. (3) The reactants are Br[C:2]1[C:7]([CH3:8])=[CH:6][C:5]([N+:9]([O-:11])=[O:10])=[CH:4][N:3]=1.[C:12]([C:15]1[CH:16]=[C:17](B(O)O)[CH:18]=[CH:19][CH:20]=1)(=[O:14])[NH2:13]. No catalyst specified. The product is [CH3:8][C:7]1[C:2]([C:19]2[CH:20]=[C:15]([CH:16]=[CH:17][CH:18]=2)[C:12]([NH2:13])=[O:14])=[N:3][CH:4]=[C:5]([N+:9]([O-:11])=[O:10])[CH:6]=1. The yield is 0.950. (4) The reactants are Cl.[CH3:2][C:3]1[CH:8]=[CH:7][C:6]([NH:9]N)=[CH:5][CH:4]=1.[O:11]1[CH:15]=[CH:14][CH2:13][CH2:12]1.C(OCC)C. The catalyst is O1CCOCC1.O. The product is [CH3:2][C:3]1[CH:8]=[C:7]2[C:6](=[CH:5][CH:4]=1)[NH:9][CH:15]=[C:14]2[CH2:13][CH2:12][OH:11]. The yield is 0.180. (5) The reactants are [C:1]([O:5][C:6]([N:8]1[CH2:13][CH2:12][CH:11]([CH2:14][CH2:15][OH:16])[CH2:10][CH2:9]1)=[O:7])([CH3:4])([CH3:3])[CH3:2].[H-].[Na+].Cl[C:20]1[N:25]=[CH:24][N:23]=[C:22]([NH:26][C:27]2[CH:32]=[CH:31][C:30]([S:33]([CH3:36])(=[O:35])=[O:34])=[CH:29][CH:28]=2)[C:21]=1[N+:37]([O-:39])=[O:38]. The catalyst is CC(N(C)C)=O. The product is [C:1]([O:5][C:6]([N:8]1[CH2:13][CH2:12][CH:11]([CH2:14][CH2:15][O:16][C:20]2[C:21]([N+:37]([O-:39])=[O:38])=[C:22]([NH:26][C:27]3[CH:28]=[CH:29][C:30]([S:33]([CH3:36])(=[O:34])=[O:35])=[CH:31][CH:32]=3)[N:23]=[CH:24][N:25]=2)[CH2:10][CH2:9]1)=[O:7])([CH3:4])([CH3:3])[CH3:2]. The yield is 0.820. (6) The reactants are [CH2:1]([C@H:7]1[C@H:10]([CH2:11][C@H:12]([OH:24])[CH2:13][CH2:14][CH2:15][CH2:16][CH2:17][CH2:18][CH2:19][CH2:20][CH2:21][CH2:22][CH3:23])[O:9][C:8]1=[O:25])[CH2:2][CH2:3][CH2:4][CH2:5][CH3:6].C1(P(C2C=CC=CC=2)C2C=CC=CC=2)C=CC=CC=1.[CH:45]([NH:47][C@H:48]([C:53](O)=[O:54])[CH2:49][CH:50]([CH3:52])[CH3:51])=[O:46].CC(OC(/N=N/C(OC(C)C)=O)=O)C. The catalyst is O1CCCC1. The product is [CH3:23][CH2:22][CH2:21][CH2:20][CH2:19][CH2:18][CH2:17][CH2:16][CH2:15][CH2:14][CH2:13][C@H:12]([O:24][C:53]([C@@H:48]([NH:47][CH:45]=[O:46])[CH2:49][CH:50]([CH3:52])[CH3:51])=[O:54])[CH2:11][C@@H:10]1[O:9][C:8](=[O:25])[C@H:7]1[CH2:1][CH2:2][CH2:3][CH2:4][CH2:5][CH3:6]. The yield is 0.830.